From a dataset of Peptide-MHC class I binding affinity with 185,985 pairs from IEDB/IMGT. Regression. Given a peptide amino acid sequence and an MHC pseudo amino acid sequence, predict their binding affinity value. This is MHC class I binding data. (1) The peptide sequence is RPMSLRSTII. The MHC is HLA-B35:01 with pseudo-sequence HLA-B35:01. The binding affinity (normalized) is 0.00793. (2) The peptide sequence is FVFSTSFYL. The MHC is HLA-A69:01 with pseudo-sequence HLA-A69:01. The binding affinity (normalized) is 0.952. (3) The peptide sequence is RAFDIYNEK. The MHC is HLA-A33:01 with pseudo-sequence HLA-A33:01. The binding affinity (normalized) is 0. (4) The peptide sequence is RIDGAHLTK. The MHC is HLA-A03:01 with pseudo-sequence HLA-A03:01. The binding affinity (normalized) is 0.697. (5) The peptide sequence is WAIQCYTGV. The MHC is HLA-B39:01 with pseudo-sequence HLA-B39:01. The binding affinity (normalized) is 0.0847.